The task is: Regression. Given two drug SMILES strings and cell line genomic features, predict the synergy score measuring deviation from expected non-interaction effect.. This data is from NCI-60 drug combinations with 297,098 pairs across 59 cell lines. (1) Drug 1: C1=NC2=C(N=C(N=C2N1C3C(C(C(O3)CO)O)O)F)N. Cell line: UACC62. Synergy scores: CSS=1.94, Synergy_ZIP=-0.369, Synergy_Bliss=-0.261, Synergy_Loewe=-13.2, Synergy_HSA=-1.82. Drug 2: CNC(=O)C1=NC=CC(=C1)OC2=CC=C(C=C2)NC(=O)NC3=CC(=C(C=C3)Cl)C(F)(F)F. (2) Drug 1: CC1C(C(CC(O1)OC2CC(CC3=C2C(=C4C(=C3O)C(=O)C5=C(C4=O)C(=CC=C5)OC)O)(C(=O)CO)O)N)O.Cl. Drug 2: C(CCl)NC(=O)N(CCCl)N=O. Cell line: SNB-19. Synergy scores: CSS=51.7, Synergy_ZIP=-5.67, Synergy_Bliss=-8.07, Synergy_Loewe=-40.3, Synergy_HSA=-3.94. (3) Drug 1: C1C(C(OC1N2C=NC3=C(N=C(N=C32)Cl)N)CO)O. Drug 2: C1=NNC2=C1C(=O)NC=N2. Cell line: EKVX. Synergy scores: CSS=-5.95, Synergy_ZIP=1.05, Synergy_Bliss=1.91, Synergy_Loewe=-6.88, Synergy_HSA=-4.80. (4) Drug 1: C1=CC(=CC=C1CC(C(=O)O)N)N(CCCl)CCCl.Cl. Drug 2: CCCS(=O)(=O)NC1=C(C(=C(C=C1)F)C(=O)C2=CNC3=C2C=C(C=N3)C4=CC=C(C=C4)Cl)F. Cell line: UO-31. Synergy scores: CSS=12.4, Synergy_ZIP=-3.54, Synergy_Bliss=-2.26, Synergy_Loewe=-1.80, Synergy_HSA=-1.98. (5) Drug 1: CS(=O)(=O)C1=CC(=C(C=C1)C(=O)NC2=CC(=C(C=C2)Cl)C3=CC=CC=N3)Cl. Drug 2: CNC(=O)C1=CC=CC=C1SC2=CC3=C(C=C2)C(=NN3)C=CC4=CC=CC=N4. Cell line: HOP-92. Synergy scores: CSS=6.27, Synergy_ZIP=1.21, Synergy_Bliss=5.35, Synergy_Loewe=4.71, Synergy_HSA=3.74.